This data is from Full USPTO retrosynthesis dataset with 1.9M reactions from patents (1976-2016). The task is: Predict the reactants needed to synthesize the given product. (1) Given the product [OH:2][NH:1][C:6]([CH:7]=[CH:8][C:9]1[CH:10]=[CH:11][C:12]([CH2:15][NH:16][C:17](=[O:37])[C:18]2[CH:23]=[CH:22][C:21]([N:24]3[CH2:29][CH2:28][N:27]([CH2:30][C:31]4[CH:32]=[N:33][CH:34]=[CH:35][CH:36]=4)[CH2:26][CH2:25]3)=[CH:20][CH:19]=2)=[CH:13][CH:14]=1)=[O:5], predict the reactants needed to synthesize it. The reactants are: [NH2:1][OH:2].C([O:5][C:6](=O)[CH:7]=[CH:8][C:9]1[CH:14]=[CH:13][C:12]([CH2:15][NH:16][C:17](=[O:37])[C:18]2[CH:23]=[CH:22][C:21]([N:24]3[CH2:29][CH2:28][N:27]([CH2:30][C:31]4[CH:32]=[N:33][CH:34]=[CH:35][CH:36]=4)[CH2:26][CH2:25]3)=[CH:20][CH:19]=2)=[CH:11][CH:10]=1)C. (2) Given the product [O:15]=[C:9]1[NH:10][C:11](=[O:14])[CH:12]=[CH:13][N:8]1[C:6]1[CH:7]=[C:2]([C:35]2[CH:36]=[CH:37][S:33][CH:34]=2)[C:3]([O:31][CH3:32])=[C:4]([C:16]2[CH:24]=[C:23]3[C:19]([C:20]([CH2:25][NH:26][S:27]([CH3:30])(=[O:29])=[O:28])=[CH:21][CH2:22]3)=[CH:18][CH:17]=2)[CH:5]=1, predict the reactants needed to synthesize it. The reactants are: Br[C:2]1[C:3]([O:31][CH3:32])=[C:4]([C:16]2[CH:24]=[C:23]3[C:19]([C:20]([CH2:25][NH:26][S:27]([CH3:30])(=[O:29])=[O:28])=[CH:21][CH2:22]3)=[CH:18][CH:17]=2)[CH:5]=[C:6]([N:8]2[CH:13]=[CH:12][C:11](=[O:14])[NH:10][C:9]2=[O:15])[CH:7]=1.[S:33]1[CH:37]=[CH:36][C:35](B(O)O)=[CH:34]1. (3) Given the product [CH2:29]([O:11][C:10](=[O:12])[C@@H:9]([NH:8][C:6]([O:5][C:1]([CH3:4])([CH3:3])[CH3:2])=[O:7])[CH2:13][CH2:14][N:15]([CH3:17])[CH3:16])[CH:30]([CH3:32])[CH3:31], predict the reactants needed to synthesize it. The reactants are: [C:1]([O:5][C:6]([NH:8][C@@H:9]([CH2:13][CH2:14][N:15]([CH3:17])[CH3:16])[C:10]([OH:12])=[O:11])=[O:7])([CH3:4])([CH3:3])[CH3:2].CN1CCOCC1.ClC(O[CH2:29][CH:30]([CH3:32])[CH3:31])=O.[OH-].[NH4+]. (4) Given the product [CH3:1][O:2][C:3]([C@H:4]1[CH2:5][N:6]([CH2:23][C:24]2[CH:29]=[CH:28][CH:27]=[CH:26][C:25]=2[O:30][CH3:31])[CH2:7][CH:8]([CH:9]([C:16]2[CH:21]=[CH:20][CH:19]=[CH:18][CH:17]=2)[C:10]2[CH:15]=[CH:14][CH:13]=[CH:12][CH:11]=2)[NH:32]1)=[O:43], predict the reactants needed to synthesize it. The reactants are: [CH3:1][O:2][C:3](=[O:43])[C@H:4]([NH:32]C(OCC1C=CC=CC=1)=O)[CH2:5][N:6]([CH2:23][C:24]1[CH:29]=[CH:28][CH:27]=[CH:26][C:25]=1[O:30][CH3:31])[CH2:7][C:8](=O)[CH:9]([C:16]1[CH:21]=[CH:20][CH:19]=[CH:18][CH:17]=1)[C:10]1[CH:15]=[CH:14][CH:13]=[CH:12][CH:11]=1.